From a dataset of Forward reaction prediction with 1.9M reactions from USPTO patents (1976-2016). Predict the product of the given reaction. (1) Given the reactants [N+:1]([C:4]1[CH:12]=[C:11]([C:13]([F:16])([F:15])[F:14])[CH:10]=[CH:9][C:5]=1[C:6]([OH:8])=O)([O-:3])=[O:2].C(Cl)(=O)C(Cl)=O.[Cl:23][C:24]1[CH:25]=[CH:26][C:27]([NH2:30])=[N:28][CH:29]=1.N1C=CC=CC=1, predict the reaction product. The product is: [Cl:23][C:24]1[CH:25]=[CH:26][C:27]([NH:30][C:6](=[O:8])[C:5]2[CH:9]=[CH:10][C:11]([C:13]([F:16])([F:15])[F:14])=[CH:12][C:4]=2[N+:1]([O-:3])=[O:2])=[N:28][CH:29]=1. (2) The product is: [OH:19][C:16]1[CH:17]=[CH:18][C:13]([CH2:12][C:10]([NH:9][C:6]2[CH:7]=[CH:8][C:3]([C:2]([F:1])([F:23])[F:24])=[CH:4][CH:5]=2)=[O:11])=[CH:14][CH:15]=1. Given the reactants [F:1][C:2]([F:24])([F:23])[C:3]1[CH:8]=[CH:7][C:6]([NH:9][C:10]([CH2:12][C:13]2[CH:18]=[CH:17][C:16]([O:19]C(=O)C)=[CH:15][CH:14]=2)=[O:11])=[CH:5][CH:4]=1.[OH-].[Na+].Cl, predict the reaction product. (3) Given the reactants [CH2:1]([O:8][C:9]([N:11]1[CH2:15][C@H:14]([O:16][Si:17]([C:20]([CH3:23])([CH3:22])[CH3:21])([CH3:19])[CH3:18])[C@H:13]([NH2:24])[CH2:12]1)=[O:10])[C:2]1[CH:7]=[CH:6][CH:5]=[CH:4][CH:3]=1.Br[C:26]1[CH:27]=[C:28]([CH3:43])[C:29]([C:32]2[C:33]([O:41][CH3:42])=[N:34][C:35]([CH:38]([CH3:40])[CH3:39])=[CH:36][CH:37]=2)=[N:30][CH:31]=1.CC([O-])(C)C.[Na+].O, predict the reaction product. The product is: [CH2:1]([O:8][C:9]([N:11]1[CH2:12][C@@H:13]([NH:24][C:26]2[CH:27]=[C:28]([CH3:43])[C:29]([C:32]3[C:33]([O:41][CH3:42])=[N:34][C:35]([CH:38]([CH3:40])[CH3:39])=[CH:36][CH:37]=3)=[N:30][CH:31]=2)[C@@H:14]([O:16][Si:17]([C:20]([CH3:21])([CH3:23])[CH3:22])([CH3:18])[CH3:19])[CH2:15]1)=[O:10])[C:2]1[CH:7]=[CH:6][CH:5]=[CH:4][CH:3]=1. (4) Given the reactants [CH3:1][O:2][C:3]1[C:4]([O:12][CH2:13][CH2:14][CH3:15])=[C:5]([CH2:9][NH:10][CH3:11])[CH:6]=[CH:7][CH:8]=1.[O:16]=[C:17]1[CH2:22][O:21][C:20]2[CH:23]=[C:24](/[CH:27]=[CH:28]/[C:29]([OH:31])=O)[CH:25]=[N:26][C:19]=2[NH:18]1.ON1C2C=CC=CC=2N=N1.C(N(C(C)C)CC)(C)C, predict the reaction product. The product is: [CH3:1][O:2][C:3]1[C:4]([O:12][CH2:13][CH2:14][CH3:15])=[C:5]([CH:6]=[CH:7][CH:8]=1)[CH2:9][N:10]([CH3:11])[C:29](=[O:31])/[CH:28]=[CH:27]/[C:24]1[CH:25]=[N:26][C:19]2[NH:18][C:17](=[O:16])[CH2:22][O:21][C:20]=2[CH:23]=1. (5) Given the reactants [CH2:1]([O:3][C:4](=[O:20])[C:5](=[N:11][NH:12][C:13]([O:15]C(C)(C)C)=O)[C:6]1[S:7][CH:8]=[CH:9][CH:10]=1)[CH3:2].[CH2:21]([O:23][C:24](=[O:29])[CH2:25]C(Cl)=O)[CH3:22], predict the reaction product. The product is: [CH2:1]([O:3][C:4](=[O:20])[C:5](=[N:11][NH:12][C:13](=[O:15])[CH2:25][C:24]([O:23][CH2:21][CH3:22])=[O:29])[C:6]1[S:7][CH:8]=[CH:9][CH:10]=1)[CH3:2]. (6) Given the reactants [CH2:1]([O:3][C:4]([CH:6]1[CH2:8][CH:7]1[C:9]1[CH:14]=[CH:13][C:12]([O:15]CC2C=CC=CC=2)=[CH:11][C:10]=1[CH3:23])=[O:5])[CH3:2], predict the reaction product. The product is: [CH2:1]([O:3][C:4]([CH:6]1[CH2:8][CH:7]1[C:9]1[CH:14]=[CH:13][C:12]([OH:15])=[CH:11][C:10]=1[CH3:23])=[O:5])[CH3:2]. (7) Given the reactants [Sb](Cl)(Cl)Cl.[C:5]1(=[O:10])[CH2:9][CH2:8][CH:7]=[CH:6]1.[C:11]([O-:14])(=O)[CH3:12].[Na+].[C:16]([C:20]1[C:20](=[CH2:25])[C:16](=C)[C:17](B(O)OO[SiH3])=C[CH:25]=1)(C)(C)[CH3:17], predict the reaction product. The product is: [OH:14][C:11]1[CH:12]=[CH:25][C:20]([CH:7]2[CH2:8][CH2:9][C:5](=[O:10])[CH2:6]2)=[CH:16][CH:17]=1.